Task: Predict which catalyst facilitates the given reaction.. Dataset: Catalyst prediction with 721,799 reactions and 888 catalyst types from USPTO (1) Reactant: C([O:8][CH2:9][CH2:10][O:11][CH2:12][CH2:13][O:14][CH2:15][C:16]([CH3:25])([CH3:24])[C:17]([O:19][C:20]([CH3:23])([CH3:22])[CH3:21])=[O:18])C1C=CC=CC=1. Product: [OH:8][CH2:9][CH2:10][O:11][CH2:12][CH2:13][O:14][CH2:15][C:16]([CH3:25])([CH3:24])[C:17]([O:19][C:20]([CH3:23])([CH3:22])[CH3:21])=[O:18]. The catalyst class is: 50. (2) The catalyst class is: 8. Reactant: [N:1]1[CH:6]=[CH:5][N:4]=[CH:3][C:2]=1[C:7](=O)[CH2:8][C:9]1[CH:13]=[CH:12][S:11][CH:10]=1.[CH2:15]([O:17][C:18]1[CH:19]=[C:20]([CH:23]=[C:24]([N+:27]([O-:29])=[O:28])[C:25]=1[OH:26])[CH:21]=O)[CH3:16].[NH2:30][C:31]([NH2:33])=[O:32].[ClH:34]. Product: [CH2:15]([O:17][C:18]1[CH:19]=[C:20]([CH:21]2[C:8]([C:9]3[CH:13]=[CH:12][S:11][CH:10]=3)=[C:7]([C:2]3[CH:3]=[N:4][CH:5]=[CH:6][N:1]=3)[NH:33][C:31](=[O:32])[NH:30]2)[CH:23]=[C:24]([N+:27]([O-:29])=[O:28])[C:25]=1[OH:26])[CH3:16].[ClH:34]. (3) Reactant: [Cl:1][C:2]1[CH:7]=[C:6]([C:8]([F:11])([F:10])[F:9])[CH:5]=[CH:4][C:3]=1[S:12]([N:15]1[CH2:19][C@@H:18]2[C@@H:20]([NH2:23])[CH2:21][CH2:22][C@@H:17]2[CH2:16]1)(=[O:14])=[O:13].Br[C:25]1[CH:30]=[CH:29][C:28]([C:31]([F:34])([F:33])[F:32])=[CH:27][N:26]=1.C(N(CC)CC)C. Product: [Cl:1][C:2]1[CH:7]=[C:6]([C:8]([F:11])([F:9])[F:10])[CH:5]=[CH:4][C:3]=1[S:12]([N:15]1[CH2:19][C@@H:18]2[C@@H:20]([NH:23][C:25]3[CH:30]=[CH:29][C:28]([C:31]([F:34])([F:33])[F:32])=[CH:27][N:26]=3)[CH2:21][CH2:22][C@@H:17]2[CH2:16]1)(=[O:13])=[O:14]. The catalyst class is: 8. (4) Reactant: [N:1]1([CH2:8][CH2:9][O:10][C:11]2[CH:38]=[CH:37][C:14]([C:15]([C:17]3[C:26]4[C:21](=[CH:22][C:23]([O:27][CH3:28])=[CH:24][CH:25]=4)[CH:20]=[CH:19][C:18]=3OS(C(F)(F)F)(=O)=O)=[O:16])=[CH:13][CH:12]=2)[CH2:7][CH2:6][CH2:5][CH2:4][CH2:3][CH2:2]1.[F:39][C:40]1[CH:45]=[CH:44][CH:43]=[C:42]([F:46])[C:41]=1B(O)O.P([O-])([O-])([O-])=O.[K+].[K+].[K+]. Product: [N:1]1([CH2:8][CH2:9][O:10][C:11]2[CH:38]=[CH:37][C:14]([C:15]([C:17]3[C:26]4[C:21](=[CH:22][C:23]([O:27][CH3:28])=[CH:24][CH:25]=4)[CH:20]=[CH:19][C:18]=3[C:41]3[C:40]([F:39])=[CH:45][CH:44]=[CH:43][C:42]=3[F:46])=[O:16])=[CH:13][CH:12]=2)[CH2:2][CH2:3][CH2:4][CH2:5][CH2:6][CH2:7]1. The catalyst class is: 455. (5) Reactant: [Cl:1][C:2]1[CH:24]=[CH:23][C:5]([O:6][CH2:7][C:8]([N:10]2[CH2:15][CH2:14][N:13](C(OC(C)(C)C)=O)[CH2:12][CH2:11]2)=[O:9])=[CH:4][CH:3]=1.C(O)(C(F)(F)F)=O. Product: [Cl:1][C:2]1[CH:3]=[CH:4][C:5]([O:6][CH2:7][C:8]([N:10]2[CH2:15][CH2:14][NH:13][CH2:12][CH2:11]2)=[O:9])=[CH:23][CH:24]=1. The catalyst class is: 4.